Dataset: Forward reaction prediction with 1.9M reactions from USPTO patents (1976-2016). Task: Predict the product of the given reaction. (1) Given the reactants [Cl:1][C:2]1[CH:3]=[N+:4]([O-:27])[CH:5]=[C:6]([Cl:26])[C:7]=1[CH2:8][C@@H:9]([C:11]1[CH:16]=[CH:15][C:14]([O:17][CH:18]([F:20])[F:19])=[C:13]([O:21][CH2:22][CH:23]2[CH2:25][CH2:24]2)[CH:12]=1)[OH:10].Cl[C:29]([O:31][CH2:32][C:33]1[CH:38]=[CH:37][CH:36]=[CH:35][CH:34]=1)=[O:30], predict the reaction product. The product is: [CH2:32]([O:31][C:29]([O:10][C@H:9]([C:11]1[CH:16]=[CH:15][C:14]([O:17][CH:18]([F:20])[F:19])=[C:13]([O:21][CH2:22][CH:23]2[CH2:25][CH2:24]2)[CH:12]=1)[CH2:8][C:7]1[C:6]([Cl:26])=[CH:5][N+:4]([O-:27])=[CH:3][C:2]=1[Cl:1])=[O:30])[C:33]1[CH:38]=[CH:37][CH:36]=[CH:35][CH:34]=1. (2) Given the reactants [CH2:1]([O:3][C:4](=[O:17])[C:5]([S:8][C:9]1[S:10][CH:11]=[C:12]([CH2:14][CH2:15][OH:16])[N:13]=1)([CH3:7])[CH3:6])[CH3:2].[Br:18][C:19]1[CH:26]=[CH:25][C:22]([CH2:23]Br)=[CH:21][CH:20]=1.CC(C)([O-])C.[K+].O, predict the reaction product. The product is: [CH2:1]([O:3][C:4](=[O:17])[C:5]([S:8][C:9]1[S:10][CH:11]=[C:12]([CH2:14][CH2:15][O:16][CH2:23][C:22]2[CH:25]=[CH:26][C:19]([Br:18])=[CH:20][CH:21]=2)[N:13]=1)([CH3:7])[CH3:6])[CH3:2]. (3) Given the reactants [C:1]([O:5][C:6](=[O:28])[NH:7][C:8]1[CH:13]=[CH:12][C:11](/[CH:14]=[CH:15]/[C:16]2[C:21]([O:22][CH3:23])=[CH:20][CH:19]=[CH:18][C:17]=2[Cl:24])=[C:10]([N+:25]([O-])=O)[CH:9]=1)([CH3:4])([CH3:3])[CH3:2].O, predict the reaction product. The product is: [C:1]([O:5][C:6](=[O:28])[NH:7][C:8]1[CH:9]=[C:10]2[C:11]([CH:14]=[C:15]([C:16]3[C:21]([O:22][CH3:23])=[CH:20][CH:19]=[CH:18][C:17]=3[Cl:24])[NH:25]2)=[CH:12][CH:13]=1)([CH3:4])([CH3:3])[CH3:2].